From a dataset of TCR-epitope binding with 47,182 pairs between 192 epitopes and 23,139 TCRs. Binary Classification. Given a T-cell receptor sequence (or CDR3 region) and an epitope sequence, predict whether binding occurs between them. (1) The epitope is EHPTFTSQYRIQGKL. The TCR CDR3 sequence is CASSLAGTGRPQETQYF. Result: 0 (the TCR does not bind to the epitope). (2) The epitope is LPAADLDDF. The TCR CDR3 sequence is CASSLNPGLAAYNEQFF. Result: 0 (the TCR does not bind to the epitope). (3) The epitope is KLSALGINAV. The TCR CDR3 sequence is CASSQGLAGVHEQFF. Result: 0 (the TCR does not bind to the epitope). (4) The epitope is KRWIILGLNK. The TCR CDR3 sequence is CASSLDVPGPYEQYF. Result: 0 (the TCR does not bind to the epitope). (5) The epitope is TPGPGVRYPL. The TCR CDR3 sequence is CASSVGPGQEIHTDTQYF. Result: 1 (the TCR binds to the epitope). (6) The epitope is TVYDPLQPELDSFK. The TCR CDR3 sequence is CASSAGTEFDSNQPQHF. Result: 0 (the TCR does not bind to the epitope). (7) The epitope is SFHSLHLLF. The TCR CDR3 sequence is CASSPLTDTQYF. Result: 0 (the TCR does not bind to the epitope). (8) The epitope is LVLSVNPYV. The TCR CDR3 sequence is CASSQEGSLSEQFF. Result: 1 (the TCR binds to the epitope).